This data is from Full USPTO retrosynthesis dataset with 1.9M reactions from patents (1976-2016). The task is: Predict the reactants needed to synthesize the given product. (1) The reactants are: [H-].[Na+].[I:3][C:4]1[CH:5]=[CH:6][C:7]2[N:8]([C:10]([CH3:15])=[C:11]([CH:13]=O)[N:12]=2)[CH:9]=1.[CH2:16]1COCC1. Given the product [CH:13]([C:11]1[N:12]=[C:7]2[CH:6]=[CH:5][C:4]([I:3])=[CH:9][N:8]2[C:10]=1[CH3:15])=[CH2:16], predict the reactants needed to synthesize it. (2) Given the product [F:31][C:32]1[CH:33]=[C:34]([CH:46]=[CH:47][CH:48]=1)[CH2:35][N:36]1[C:44]2[C:39](=[CH:40][C:41]([NH:45][C:10]3[C:11]4=[C:3]([CH2:2][S:21][C:15]5[CH:20]=[CH:19][CH:18]=[CH:17][CH:16]=5)[CH:4]=[CH:5][N:6]4[N:7]=[CH:8][N:9]=3)=[CH:42][CH:43]=2)[CH:38]=[N:37]1, predict the reactants needed to synthesize it. The reactants are: Br[CH2:2][C:3]1[CH:4]=[CH:5][N:6]2[C:11]=1[C:10](Cl)=[N:9][CH:8]=[N:7]2.N#N.[C:15]1([SH:21])[CH:20]=[CH:19][CH:18]=[CH:17][CH:16]=1.C(N(C(C)C)CC)(C)C.[F:31][C:32]1[CH:33]=[C:34]([CH:46]=[CH:47][CH:48]=1)[CH2:35][N:36]1[C:44]2[C:39](=[CH:40][C:41]([NH2:45])=[CH:42][CH:43]=2)[CH:38]=[N:37]1. (3) Given the product [OH:30][C:8]1[C:7]([CH2:6][CH:5]=[C:4]([CH3:28])[CH3:3])=[C:12]([OH:13])[CH:11]=[CH:10][C:9]=1[CH2:14][CH2:15][CH2:16][C:18]1[CH:19]=[CH:20][C:21]([OH:25])=[CH:22][CH:23]=1, predict the reactants needed to synthesize it. The reactants are: [Na+].[Cl-].[CH3:3][C:4]([CH3:28])=[CH:5][CH2:6][C:7]1[CH:8]=[C:9]([C:14]2O[C:23]3[CH:22]=[C:21]([OH:25])[CH:20]=[C:19](O)[C:18]=3[C:16](=O)[C:15]=2O)[CH:10]=[CH:11][C:12]=1[OH:13].C[OH:30]. (4) Given the product [Br:24][C:23]1[CH:22]=[CH:21][S:20][C:19]=1[C:17]1[N:9]([C:6]2[CH:7]=[CH:8][C:3]([O:2][CH3:1])=[CH:4][CH:5]=2)[C:10]2[CH:15]=[CH:14][CH:13]=[CH:12][C:11]=2[N:16]=1, predict the reactants needed to synthesize it. The reactants are: [CH3:1][O:2][C:3]1[CH:8]=[CH:7][C:6]([NH:9][C:10]2[CH:15]=[CH:14][CH:13]=[CH:12][C:11]=2[NH:16][C:17]([C:19]2[S:20][CH:21]=[CH:22][C:23]=2[Br:24])=O)=[CH:5][CH:4]=1.C([O-])(O)=O.[Na+]. (5) The reactants are: Cl[C:2]1[N:7]=[N:6][C:5]([C:8]([NH2:10])=[O:9])=[C:4]([NH:11][C:12]2[CH:17]=[CH:16][C:15]([O:18][CH3:19])=[C:14]([CH:20]([CH3:22])[CH3:21])[N:13]=2)[CH:3]=1.[CH2:23]([NH2:26])[CH2:24][NH2:25]. Given the product [NH2:25][CH2:24][CH2:23][NH:26][C:2]1[N:7]=[N:6][C:5]([C:8]([NH2:10])=[O:9])=[C:4]([NH:11][C:12]2[CH:17]=[CH:16][C:15]([O:18][CH3:19])=[C:14]([CH:20]([CH3:22])[CH3:21])[N:13]=2)[CH:3]=1, predict the reactants needed to synthesize it.